Predict the reaction yield, written as a fraction of the theoretical maximum amount of product (1.0 means a 100% yield; for example, 0.34 means a 34% yield). From a dataset of Reaction yield outcomes from USPTO patents with 853,638 reactions. The reactants are BrBr.[NH2:3][C:4]1[N:8]([C:9]2[CH:14]=[CH:13][CH:12]=[C:11]([Br:15])[CH:10]=2)[N:7]=[C:6]([C:16]([O:18][CH2:19][CH3:20])=[O:17])[CH:5]=1.[S-:21][C:22]#[N:23].[K+].C(=O)([O-])[O-].[Na+].[Na+]. The catalyst is C(O)C.O. The product is [NH2:3][C:4]1[N:8]([C:9]2[CH:14]=[CH:13][CH:12]=[C:11]([Br:15])[CH:10]=2)[N:7]=[C:6]([C:16]([O:18][CH2:19][CH3:20])=[O:17])[C:5]=1[S:21][C:22]#[N:23]. The yield is 0.850.